Dataset: Reaction yield outcomes from USPTO patents with 853,638 reactions. Task: Predict the reaction yield, written as a fraction of the theoretical maximum amount of product (1.0 means a 100% yield; for example, 0.34 means a 34% yield). (1) The reactants are [Br:1][C:2]1[CH:3]=[C:4]2[C:8](=[CH:9][CH:10]=1)[C:7](=[O:11])[O:6][CH2:5]2.[NH4+:12].[OH-]. The catalyst is CO. The product is [Br:1][C:2]1[CH:10]=[CH:9][C:8]([C:7]([NH2:12])=[O:11])=[C:4]([CH2:5][OH:6])[CH:3]=1. The yield is 0.990. (2) The yield is 0.820. The product is [NH2:13][C:6]1[CH:7]=[C:8]([C:9]([F:12])([F:10])[F:11])[C:3]([C:1]#[N:2])=[N:4][CH:5]=1. The reactants are [C:1]([C:3]1[C:8]([C:9]([F:12])([F:11])[F:10])=[CH:7][C:6]([N+:13]([O-])=O)=[CH:5][N:4]=1)#[N:2]. The catalyst is [Au].CCOCC.